From a dataset of NCI-60 drug combinations with 297,098 pairs across 59 cell lines. Regression. Given two drug SMILES strings and cell line genomic features, predict the synergy score measuring deviation from expected non-interaction effect. (1) Drug 1: COC1=CC(=CC(=C1O)OC)C2C3C(COC3=O)C(C4=CC5=C(C=C24)OCO5)OC6C(C(C7C(O6)COC(O7)C8=CC=CS8)O)O. Drug 2: CC1=C(C(=CC=C1)Cl)NC(=O)C2=CN=C(S2)NC3=CC(=NC(=N3)C)N4CCN(CC4)CCO. Cell line: NCI-H226. Synergy scores: CSS=36.8, Synergy_ZIP=3.81, Synergy_Bliss=6.15, Synergy_Loewe=7.52, Synergy_HSA=8.12. (2) Drug 1: CC1C(C(CC(O1)OC2CC(OC(C2O)C)OC3=CC4=CC5=C(C(=O)C(C(C5)C(C(=O)C(C(C)O)O)OC)OC6CC(C(C(O6)C)O)OC7CC(C(C(O7)C)O)OC8CC(C(C(O8)C)O)(C)O)C(=C4C(=C3C)O)O)O)O. Drug 2: CC1C(C(CC(O1)OC2CC(CC3=C2C(=C4C(=C3O)C(=O)C5=CC=CC=C5C4=O)O)(C(=O)C)O)N)O. Cell line: M14. Synergy scores: CSS=43.0, Synergy_ZIP=11.0, Synergy_Bliss=13.6, Synergy_Loewe=0.163, Synergy_HSA=13.3. (3) Drug 1: C1CCN(CC1)CCOC2=CC=C(C=C2)C(=O)C3=C(SC4=C3C=CC(=C4)O)C5=CC=C(C=C5)O. Drug 2: CC(C)(C#N)C1=CC(=CC(=C1)CN2C=NC=N2)C(C)(C)C#N. Cell line: HT29. Synergy scores: CSS=-4.72, Synergy_ZIP=1.76, Synergy_Bliss=-1.29, Synergy_Loewe=-3.31, Synergy_HSA=-4.96. (4) Drug 1: C1=NC2=C(N=C(N=C2N1C3C(C(C(O3)CO)O)O)F)N. Drug 2: CC(C)CN1C=NC2=C1C3=CC=CC=C3N=C2N. Cell line: NCI-H322M. Synergy scores: CSS=-6.21, Synergy_ZIP=2.65, Synergy_Bliss=-2.64, Synergy_Loewe=-7.65, Synergy_HSA=-8.91. (5) Drug 1: C1C(C(OC1N2C=NC3=C(N=C(N=C32)Cl)N)CO)O. Drug 2: N.N.Cl[Pt+2]Cl. Cell line: LOX IMVI. Synergy scores: CSS=67.9, Synergy_ZIP=2.31, Synergy_Bliss=1.71, Synergy_Loewe=5.01, Synergy_HSA=6.78. (6) Drug 1: CC(CN1CC(=O)NC(=O)C1)N2CC(=O)NC(=O)C2. Drug 2: C1CN1P(=S)(N2CC2)N3CC3. Cell line: HT29. Synergy scores: CSS=33.7, Synergy_ZIP=-5.02, Synergy_Bliss=-1.05, Synergy_Loewe=-0.684, Synergy_HSA=0.483. (7) Drug 1: CC(C)(C#N)C1=CC(=CC(=C1)CN2C=NC=N2)C(C)(C)C#N. Drug 2: C1CCC(C(C1)N)N.C(=O)(C(=O)[O-])[O-].[Pt+4]. Cell line: UACC62. Synergy scores: CSS=19.7, Synergy_ZIP=-4.05, Synergy_Bliss=0.208, Synergy_Loewe=-1.86, Synergy_HSA=-1.68.